This data is from Reaction yield outcomes from USPTO patents with 853,638 reactions. The task is: Predict the reaction yield, written as a fraction of the theoretical maximum amount of product (1.0 means a 100% yield; for example, 0.34 means a 34% yield). (1) The reactants are Br[C:2]1[CH:3]=[N:4][CH:5]=[C:6]([O:8][CH:9]([CH3:11])[CH3:10])[CH:7]=1.C([Li])CCC.[O:17]=[C:18]1[CH2:24][CH:23]2[CH2:25][CH:19]1[CH2:20][N:21]([C:26]([O:28][CH2:29][CH3:30])=[O:27])[CH2:22]2. The catalyst is C(OCC)C.C1COCC1. The product is [OH:17][C:18]1([C:2]2[CH:3]=[N:4][CH:5]=[C:6]([O:8][CH:9]([CH3:11])[CH3:10])[CH:7]=2)[CH2:24][CH:23]2[CH2:25][CH:19]1[CH2:20][N:21]([C:26]([O:28][CH2:29][CH3:30])=[O:27])[CH2:22]2. The yield is 0.610. (2) The reactants are [CH3:1][C:2](C)([O-])[CH3:3].[K+].[F:7][C:8]([F:25])([F:24])[C:9]1[CH:14]=[CH:13][C:12]([C:15]([F:18])([F:17])[F:16])=[CH:11][C:10]=1[CH2:19][C:20]([O:22][CH3:23])=[O:21].C(I)CC. The catalyst is C1COCC1. The product is [F:7][C:8]([F:24])([F:25])[C:9]1[CH:14]=[CH:13][C:12]([C:15]([F:17])([F:18])[F:16])=[CH:11][C:10]=1[CH:19]([CH2:1][CH2:2][CH3:3])[C:20]([O:22][CH3:23])=[O:21]. The yield is 0.870. (3) The reactants are [Cl:1][C:2]1[N:7]=[C:6](Cl)[N:5]=[C:4]([NH:9][C:10]2[CH:15]=[CH:14][CH:13]=[CH:12][CH:11]=2)[N:3]=1.[NH2:16][C:17]1[CH:18]=[C:19]2[C:23](=[CH:24][CH:25]=1)[CH2:22][CH2:21][CH2:20]2. No catalyst specified. The product is [Cl:1][C:2]1[N:7]=[C:6]([NH:16][C:17]2[CH:18]=[C:19]3[C:23](=[CH:24][CH:25]=2)[CH2:22][CH2:21][CH2:20]3)[N:5]=[C:4]([NH:9][C:10]2[CH:15]=[CH:14][CH:13]=[CH:12][CH:11]=2)[N:3]=1. The yield is 0.370. (4) The reactants are [OH:1][C:2]1[CH:3]=[C:4]2[C:8](=[CH:9][CH:10]=1)[NH:7][C:6]([C:11]([O:13]CC)=O)=[CH:5]2.[CH3:16][N:17]1[CH2:21][CH2:20][CH2:19][CH:18]1[CH2:22][CH2:23]O.C1(P(C2C=CC=CC=2)C2C=CC=CC=2)C=CC=CC=1.N(C(OC(C)(C)C)=O)=NC(OC(C)(C)C)=O.[NH2:60][CH2:61][C:62]1[C:63]([F:79])=[C:64]([O:69][C:70]2[CH:71]=[C:72]([CH:75]=[C:76]([Cl:78])[CH:77]=2)[C:73]#[N:74])[C:65]([Cl:68])=[CH:66][CH:67]=1.CN(C(ON1N=NC2C=CC=NC1=2)=[N+](C)C)C.F[P-](F)(F)(F)(F)F.CCN(C(C)C)C(C)C. The catalyst is C1COCC1.CO.CN(C=O)C. The product is [Cl:68][C:65]1[CH:66]=[CH:67][C:62]([CH2:61][NH:60][C:11]([C:6]2[NH:7][C:8]3[C:4]([CH:5]=2)=[CH:3][C:2]([O:1][CH2:23][CH2:22][CH:18]2[CH2:19][CH2:20][CH2:21][N:17]2[CH3:16])=[CH:10][CH:9]=3)=[O:13])=[C:63]([F:79])[C:64]=1[O:69][C:70]1[CH:71]=[C:72]([C:73]#[N:74])[CH:75]=[C:76]([Cl:78])[CH:77]=1. The yield is 0.0200.